From a dataset of Reaction yield outcomes from USPTO patents with 853,638 reactions. Predict the reaction yield, written as a fraction of the theoretical maximum amount of product (1.0 means a 100% yield; for example, 0.34 means a 34% yield). (1) The reactants are F[C:2]1[CH:7]=[C:6]([F:8])[CH:5]=[CH:4][C:3]=1[OH:9].[Cl:10][C:11]1[C:17](Cl)=[CH:16][C:14]([NH2:15])=[C:13]([N+:19]([O-:21])=[O:20])[CH:12]=1.[C:22](=O)([O-])[O-].[K+].[K+]. The catalyst is CS(C)=O. The product is [Cl:10][C:11]1[C:17]([O:9][C:3]2[CH:4]=[CH:5][C:6]([F:8])=[CH:7][C:2]=2[CH3:22])=[CH:16][C:14]([NH2:15])=[C:13]([N+:19]([O-:21])=[O:20])[CH:12]=1. The yield is 0.300. (2) The reactants are C([N:8]([S:16]([CH2:19][CH2:20][CH2:21][N:22]([CH3:27])[CH2:23][CH2:24][NH:25][CH3:26])(=[O:18])=[O:17])[C:9](=[O:15])[O:10][C:11]([CH3:14])([CH3:13])[CH3:12])C1C=CC=CC=1. The catalyst is [OH-].[OH-].[Pd+2].CCO. The product is [C:11]([O:10][C:9](=[O:15])[NH:8][S:16]([CH2:19][CH2:20][CH2:21][N:22]([CH3:27])[CH2:23][CH2:24][NH:25][CH3:26])(=[O:17])=[O:18])([CH3:14])([CH3:13])[CH3:12]. The yield is 0.980. (3) The reactants are [N:1]1[CH:6]=[CH:5][CH:4]=[C:3]([C:7]2[CH:15]=[C:14]3[C:10]([CH2:11][C:12](=[O:16])[NH:13]3)=[CH:9][CH:8]=2)[CH:2]=1.[CH3:17][N:18]([CH3:34])[CH2:19][CH2:20][CH2:21][NH:22][C:23]([C:25]1[C:29]([CH3:30])=[C:28]([CH:31]=O)[NH:27][C:26]=1[CH3:33])=[O:24]. No catalyst specified. The product is [CH3:34][N:18]([CH3:17])[CH2:19][CH2:20][CH2:21][NH:22][C:23]([C:25]1[C:29]([CH3:30])=[C:28]([CH:31]=[C:11]2[C:10]3[C:14](=[CH:15][C:7]([C:3]4[CH:2]=[N:1][CH:6]=[CH:5][CH:4]=4)=[CH:8][CH:9]=3)[NH:13][C:12]2=[O:16])[NH:27][C:26]=1[CH3:33])=[O:24]. The yield is 0.750. (4) The reactants are [H-].[Na+].[OH:3][C:4]1[CH:5]=[C:6]2[C:11](=[CH:12][CH:13]=1)[CH:10]=[C:9]([C:14]([O:16][CH3:17])=[O:15])[CH:8]=[CH:7]2.O1CCCC1.[CH3:23][O:24][CH2:25][CH2:26][O:27][CH2:28]Cl. The catalyst is CN(C)C=O. The product is [CH3:23][O:24][CH2:25][CH2:26][O:27][CH2:28][O:3][C:4]1[CH:5]=[C:6]2[C:11](=[CH:12][CH:13]=1)[CH:10]=[C:9]([C:14]([O:16][CH3:17])=[O:15])[CH:8]=[CH:7]2. The yield is 0.850.